This data is from Forward reaction prediction with 1.9M reactions from USPTO patents (1976-2016). The task is: Predict the product of the given reaction. Given the reactants [CH:1]1([NH:4][CH:5]=[C:6]([C:12]([C:14]2[C:15](Cl)=[N:16][C:17]([Cl:21])=[C:18]([F:20])[CH:19]=2)=[O:13])[C:7]([O:9][CH2:10][CH3:11])=[O:8])[CH2:3][CH2:2]1.[O-]P([O-])([O-])=O.[K+].[K+].[K+], predict the reaction product. The product is: [Cl:21][C:17]1[N:16]=[C:15]2[C:14]([C:12](=[O:13])[C:6]([C:7]([O:9][CH2:10][CH3:11])=[O:8])=[CH:5][N:4]2[CH:1]2[CH2:3][CH2:2]2)=[CH:19][C:18]=1[F:20].